From a dataset of Reaction yield outcomes from USPTO patents with 853,638 reactions. Predict the reaction yield, written as a fraction of the theoretical maximum amount of product (1.0 means a 100% yield; for example, 0.34 means a 34% yield). (1) The reactants are Cl.[CH:2]1[C:15]2[NH:14][C:13]3[C:8](=[CH:9][CH:10]=[CH:11][CH:12]=3)[S:7][C:6]=2[CH:5]=[CH:4][C:3]=1[C:16]1[N:17]=[C:18]([CH2:21][NH2:22])[S:19][CH:20]=1.C(N(CC)CC)C.[CH3:30][O:31][C:32](Cl)=[O:33]. The catalyst is O1CCOCC1. The product is [CH:2]1[C:15]2[NH:14][C:13]3[C:8](=[CH:9][CH:10]=[CH:11][CH:12]=3)[S:7][C:6]=2[CH:5]=[CH:4][C:3]=1[C:16]1[N:17]=[C:18]([CH2:21][NH:22][C:32](=[O:33])[O:31][CH3:30])[S:19][CH:20]=1. The yield is 0.460. (2) The yield is 0.270. The reactants are O.[OH-].[Li+].C([O:6][C:7]([C:9]1[C:10]([S:24][CH2:25][CH3:26])=[N:11][C:12]2[C:17]([C:18]=1[CH3:19])=[CH:16][CH:15]=[C:14]([C:20]([CH3:23])([CH3:22])[CH3:21])[CH:13]=2)=[O:8])C.C1COCC1.CO. The product is [C:20]([C:14]1[CH:13]=[C:12]2[C:17]([C:18]([CH3:19])=[C:9]([C:7]([OH:8])=[O:6])[C:10]([S:24][CH2:25][CH3:26])=[N:11]2)=[CH:16][CH:15]=1)([CH3:23])([CH3:21])[CH3:22]. The catalyst is O. (3) The reactants are [C:1]([N:5]1[C:9]2[N:10]=[C:11]([NH:14][C:15](=[O:23])[C:16]3[CH:21]=[CH:20][C:19]([CH3:22])=[CH:18][CH:17]=3)[N:12]=[CH:13][C:8]=2[C:7](I)=[CH:6]1)([CH3:4])([CH3:3])[CH3:2].[CH3:25][NH2:26].C1[CH2:31][O:30]CC1. The catalyst is CN(C=O)C.CCOC(C)=O.Cl[Pd](Cl)([P](C1C=CC=CC=1)(C1C=CC=CC=1)C1C=CC=CC=1)[P](C1C=CC=CC=1)(C1C=CC=CC=1)C1C=CC=CC=1. The product is [CH3:25][NH:26][C:31]([C:7]1[C:8]2[CH:13]=[N:12][C:11]([NH:14][C:15](=[O:23])[C:16]3[CH:21]=[CH:20][C:19]([CH3:22])=[CH:18][CH:17]=3)=[N:10][C:9]=2[N:5]([C:1]([CH3:4])([CH3:3])[CH3:2])[CH:6]=1)=[O:30]. The yield is 0.770. (4) The reactants are Br[C:2]1[S:6][C:5]([C:7]2[CH:8]=[CH:9][C:10]([F:15])=[C:11]([CH:14]=2)[C:12]#[N:13])=[N:4][N:3]=1.[C:16]([Si:20]([CH3:41])([CH3:40])[O:21][C@@H:22]1[C:30]2[C:25](=[C:26](B3OC(C)(C)C(C)(C)O3)[CH:27]=[CH:28][CH:29]=2)[CH2:24][CH2:23]1)([CH3:19])([CH3:18])[CH3:17].C(=O)([O-])[O-].[K+].[K+]. The catalyst is COCCOC.O. The product is [Si:20]([O:21][C@@H:22]1[C:30]2[C:25](=[C:26]([C:2]3[S:6][C:5]([C:7]4[CH:8]=[CH:9][C:10]([F:15])=[C:11]([CH:14]=4)[C:12]#[N:13])=[N:4][N:3]=3)[CH:27]=[CH:28][CH:29]=2)[CH2:24][CH2:23]1)([C:16]([CH3:19])([CH3:18])[CH3:17])([CH3:41])[CH3:40]. The yield is 0.440. (5) The reactants are [CH3:1][O:2][C:3](=[O:27])[CH2:4][CH2:5][N:6]1[C:10]2[CH:11]=[CH:12][CH:13]=[CH:14][C:9]=2[N:8]([CH2:15][C:16]2[CH:24]=[C:23]([Cl:25])[CH:22]=[C:21]3[C:17]=2[CH:18]=[CH:19][NH:20]3)[C:7]1=[O:26].C([OH:32])(C)(C)C. The catalyst is [Zn]. The product is [CH3:1][O:2][C:3](=[O:27])[CH2:4][CH2:5][N:6]1[C:10]2[CH:11]=[CH:12][CH:13]=[CH:14][C:9]=2[N:8]([CH2:15][C:16]2[CH:24]=[C:23]([Cl:25])[CH:22]=[C:21]3[C:17]=2[CH2:18][C:19](=[O:32])[NH:20]3)[C:7]1=[O:26]. The yield is 0.360. (6) The reactants are [CH2:1]([S:4]([C:7]1[CH:12]=[CH:11][C:10]([CH:13]([NH2:20])[CH2:14][N:15]2[CH2:19][CH2:18][CH2:17][CH2:16]2)=[CH:9][CH:8]=1)(=[O:6])=[O:5])[CH2:2][CH3:3].C(N(CC)CC)C.[Cl:28][C:29]1[CH:37]=[C:36]([Cl:38])[CH:35]=[CH:34][C:30]=1[C:31](Cl)=[O:32]. The catalyst is ClCCl.O. The product is [Cl:28][C:29]1[CH:37]=[C:36]([Cl:38])[CH:35]=[CH:34][C:30]=1[C:31]([NH:20][CH:13]([C:10]1[CH:11]=[CH:12][C:7]([S:4]([CH2:1][CH2:2][CH3:3])(=[O:6])=[O:5])=[CH:8][CH:9]=1)[CH2:14][N:15]1[CH2:16][CH2:17][CH2:18][CH2:19]1)=[O:32]. The yield is 0.780.